This data is from Reaction yield outcomes from USPTO patents with 853,638 reactions. The task is: Predict the reaction yield, written as a fraction of the theoretical maximum amount of product (1.0 means a 100% yield; for example, 0.34 means a 34% yield). (1) The yield is 0.860. The reactants are [Al+3].[Cl-].[Cl-].[Cl-].[C:5]1([NH:11][C:12](=[O:17])[CH:13]=[C:14]([CH3:16])[CH3:15])[CH:10]=[CH:9][CH:8]=[CH:7][CH:6]=1. The product is [CH3:16][C:14]1([CH3:15])[C:10]2[C:5](=[CH:6][CH:7]=[CH:8][CH:9]=2)[NH:11][C:12](=[O:17])[CH2:13]1. The catalyst is C1C=CC=CC=1. (2) The reactants are [CH3:1][N:2]([CH3:14])[C:3]1[CH:11]=[C:10]([CH3:12])[C:6]([C:7](O)=[O:8])=[C:5]([F:13])[CH:4]=1.C(N1C=CN=C1)([N:17]1C=CN=C1)=O. The catalyst is C1COCC1. The product is [CH3:1][N:2]([CH3:14])[C:3]1[CH:11]=[C:10]([CH3:12])[C:6]([C:7]([NH2:17])=[O:8])=[C:5]([F:13])[CH:4]=1. The yield is 0.780. (3) The reactants are [N:1]1[C:10]2[C:5](=[CH:6][CH:7]=[CH:8][CH:9]=2)[CH:4]=[CH:3][C:2]=1[C:11]([OH:13])=O.[CH3:14][O:15][C:16]1[CH:17]=[C:18]([C:24]2([CH2:29][NH2:30])[CH2:28][CH2:27][CH2:26][CH2:25]2)[CH:19]=[CH:20][C:21]=1[O:22][CH3:23].C(N(CC)CC)C.F[P-](F)(F)(F)(F)F.N1(OC(N(C)C)=[N+](C)C)C2N=CC=CC=2N=N1. The catalyst is C(#N)C. The product is [CH3:14][O:15][C:16]1[CH:17]=[C:18]([C:24]2([CH2:29][NH:30][C:11]([C:2]3[CH:3]=[CH:4][C:5]4[C:10](=[CH:9][CH:8]=[CH:7][CH:6]=4)[N:1]=3)=[O:13])[CH2:25][CH2:26][CH2:27][CH2:28]2)[CH:19]=[CH:20][C:21]=1[O:22][CH3:23]. The yield is 0.377. (4) The reactants are [OH:1][C:2]1[CH:3]=[C:4]([CH:7]=[CH:8][CH:9]=1)[CH:5]=O.[NH2:10][C:11]1[CH:16]=[CH:15][CH:14]=[CH:13][CH:12]=1.C(O)(=O)C.C(O[BH-](OC(=O)C)OC(=O)C)(=O)C.[Na+]. The catalyst is ClCCl.O. The product is [C:11]1([NH:10][CH2:5][C:4]2[CH:3]=[C:2]([OH:1])[CH:9]=[CH:8][CH:7]=2)[CH:16]=[CH:15][CH:14]=[CH:13][CH:12]=1. The yield is 1.00. (5) The reactants are [CH2:1]1[C:11]2=[C:12]3[C:7](=[CH:8][CH:9]=[CH:10]2)[CH2:6][CH2:5][N:4]([CH2:13][CH2:14][CH2:15][N:16]2C(=O)C4C(=CC=CC=4)C2=O)[CH:3]3[CH2:2]1.O.NN.[ClH:30]. The product is [ClH:30].[ClH:30].[CH2:1]1[C:11]2=[C:12]3[C:7](=[CH:8][CH:9]=[CH:10]2)[CH2:6][CH2:5][N:4]([CH2:13][CH2:14][CH2:15][NH2:16])[CH:3]3[CH2:2]1. The catalyst is C(O)C. The yield is 0.640. (6) The reactants are [F:1][C:2]([F:40])([F:39])[O:3][C:4]1[CH:9]=[CH:8][C:7]([C:10]2(O)[C:14]3[C:15]([CH3:35])=[C:16]([N:21]4[CH2:26][CH2:25][N:24]([C:27]5[CH:32]=[CH:31][C:30]([O:33][CH3:34])=[CH:29][CH:28]=5)[CH2:23][CH2:22]4)[C:17]([CH3:20])=[C:18]([CH3:19])[C:13]=3[O:12][C:11]2([CH3:37])[CH3:36])=[CH:6][CH:5]=1. The catalyst is C(O)C. The product is [F:40][C:2]([F:1])([F:39])[O:3][C:4]1[CH:5]=[CH:6][C:7]([CH:10]2[C:14]3[C:15]([CH3:35])=[C:16]([N:21]4[CH2:22][CH2:23][N:24]([C:27]5[CH:32]=[CH:31][C:30]([O:33][CH3:34])=[CH:29][CH:28]=5)[CH2:25][CH2:26]4)[C:17]([CH3:20])=[C:18]([CH3:19])[C:13]=3[O:12][C:11]2([CH3:36])[CH3:37])=[CH:8][CH:9]=1. The yield is 0.700.